This data is from Catalyst prediction with 721,799 reactions and 888 catalyst types from USPTO. The task is: Predict which catalyst facilitates the given reaction. (1) The catalyst class is: 185. Reactant: I[C:2]1[CH:3]=[C:4]([CH:6]=[CH:7][CH:8]=1)[NH2:5].[CH2:9]([CH:11]1[NH:15][C:14](=[O:16])[CH:13]([CH3:17])[CH2:12]1)[CH3:10].C(=O)([O-])[O-].[Cs+].[Cs+]. Product: [NH2:5][C:4]1[CH:3]=[C:2]([N:15]2[CH:11]([CH2:9][CH3:10])[CH2:12][CH:13]([CH3:17])[C:14]2=[O:16])[CH:8]=[CH:7][CH:6]=1. (2) Reactant: [CH2:1]([O:3][C:4]1[CH:9]=[CH:8][CH:7]=[CH:6][C:5]=1[C:10]1[C:14]2[N:15]=[C:16]([S:19][CH3:20])[N:17]=[CH:18][C:13]=2[S:12][C:11]=1[C:21]([O:23][CH3:24])=[O:22])[CH3:2].B1([O-])OO1.[OH2:29].[OH2:30].O.O.[Na+]. Product: [CH2:1]([O:3][C:4]1[CH:9]=[CH:8][CH:7]=[CH:6][C:5]=1[C:10]1[C:14]2[N:15]=[C:16]([S:19]([CH3:20])(=[O:30])=[O:29])[N:17]=[CH:18][C:13]=2[S:12][C:11]=1[C:21]([O:23][CH3:24])=[O:22])[CH3:2]. The catalyst class is: 86. (3) Reactant: [F:1][C:2]1[CH:9]=[CH:8][CH:7]=[C:6]([I:10])[C:3]=1[C:4]#[N:5].[N:11]([Sn](C)(C)C)=[N+:12]=[N-:13]. Product: [F:1][C:2]1[CH:9]=[CH:8][CH:7]=[C:6]([I:10])[C:3]=1[C:4]1[NH:13][N:12]=[N:11][N:5]=1. The catalyst class is: 11. (4) Reactant: [CH2:1]([S:3][C:4]1[CH:9]=[CH:8][C:7]([S:10]([NH:13][CH2:14][C:15]([F:18])([F:17])[F:16])(=[O:12])=[O:11])=[CH:6][C:5]=1[N+:19]([O-])=O)[CH3:2].[NH4+].[Cl-]. Product: [NH2:19][C:5]1[CH:6]=[C:7]([S:10]([NH:13][CH2:14][C:15]([F:17])([F:18])[F:16])(=[O:11])=[O:12])[CH:8]=[CH:9][C:4]=1[S:3][CH2:1][CH3:2]. The catalyst class is: 190.